Dataset: Full USPTO retrosynthesis dataset with 1.9M reactions from patents (1976-2016). Task: Predict the reactants needed to synthesize the given product. Given the product [CH2:1]([O:8][C:9]1[CH:10]=[C:11]([CH:16]=[C:17]([C:20]2[CH:21]=[CH:22][C:23]3[O:27][C:26]([C:28]4[CH:29]=[CH:30][C:31]([F:34])=[CH:32][CH:33]=4)=[C:25]([C:35](=[O:38])[NH:36][CH3:37])[C:24]=3[CH:39]=2)[C:18]=1[CH3:19])[C:12]([OH:14])=[O:13])[C:2]1[CH:3]=[CH:4][CH:5]=[CH:6][CH:7]=1, predict the reactants needed to synthesize it. The reactants are: [CH2:1]([O:8][C:9]1[CH:10]=[C:11]([CH:16]=[C:17]([C:20]2[CH:21]=[CH:22][C:23]3[O:27][C:26]([C:28]4[CH:33]=[CH:32][C:31]([F:34])=[CH:30][CH:29]=4)=[C:25]([C:35](=[O:38])[NH:36][CH3:37])[C:24]=3[CH:39]=2)[C:18]=1[CH3:19])[C:12]([O:14]C)=[O:13])[C:2]1[CH:7]=[CH:6][CH:5]=[CH:4][CH:3]=1.[OH-].[Na+].Cl.